This data is from Catalyst prediction with 721,799 reactions and 888 catalyst types from USPTO. The task is: Predict which catalyst facilitates the given reaction. (1) The catalyst class is: 16. Reactant: [Cl:1][C:2]1[C:3](Cl)=[N:4][C:5]([O:10][CH2:11][CH:12]([O:16][CH3:17])[CH2:13][O:14][CH3:15])=[C:6]([CH:9]=1)[C:7]#[N:8].[B:19]1([OH:29])[C:23]2[CH:24]=[CH:25][C:26]([OH:28])=[CH:27][C:22]=2[CH2:21][O:20]1.C([O-])([O-])=O.[Cs+].[Cs+]. Product: [Cl:1][C:2]1[C:3]([O:28][C:26]2[CH:25]=[CH:24][C:23]3[B:19]([OH:29])[O:20][CH2:21][C:22]=3[CH:27]=2)=[N:4][C:5]([O:10][CH2:11][CH:12]([O:16][CH3:17])[CH2:13][O:14][CH3:15])=[C:6]([CH:9]=1)[C:7]#[N:8]. (2) Reactant: [CH2:1]([C:3]1[CH:11]=[CH:10][C:9]2[NH:8][CH:7]3[CH2:12][CH2:13][N:14]([CH3:16])[CH2:15][CH:6]3[C:5]=2[CH:4]=1)[CH3:2].P([O-])([O-])([O-])=O.[K+].[K+].[K+].N1CCC[C@H]1C(O)=O.Br[CH:34]=[C:35]([C:37]1[CH:42]=[CH:41][N:40]=[CH:39][CH:38]=1)[CH3:36]. Product: [CH2:1]([C:3]1[CH:11]=[CH:10][C:9]2[N:8](/[CH:34]=[C:35](/[C:37]3[CH:42]=[CH:41][N:40]=[CH:39][CH:38]=3)\[CH3:36])[C:7]3[CH2:12][CH2:13][N:14]([CH3:16])[CH2:15][C:6]=3[C:5]=2[CH:4]=1)[CH3:2]. The catalyst class is: 122. (3) Reactant: ClC1C=C(C=CC=1)C(OO)=[O:6].[Cl:12][CH2:13][C:14]1[N:15]([CH2:27][C:28]2([OH:34])[CH2:33][CH2:32][CH2:31][CH2:30][CH2:29]2)[C:16]2[C:25]3[CH:24]=[CH:23][CH:22]=[CH:21][C:20]=3[N:19]=[CH:18][C:17]=2[N:26]=1.C(=O)(O)[O-].[Na+]. Product: [Cl:12][CH2:13][C:14]1[N:15]([CH2:27][C:28]2([OH:34])[CH2:29][CH2:30][CH2:31][CH2:32][CH2:33]2)[C:16]2[C:25]3[CH:24]=[CH:23][CH:22]=[CH:21][C:20]=3[N+:19]([O-:6])=[CH:18][C:17]=2[N:26]=1. The catalyst class is: 22.